This data is from Serine/threonine kinase 33 screen with 319,792 compounds. The task is: Binary Classification. Given a drug SMILES string, predict its activity (active/inactive) in a high-throughput screening assay against a specified biological target. (1) The drug is Clc1c(Nc2nc3c(n4c2nnc4)cccc3)ccc(c1)C. The result is 0 (inactive). (2) The result is 0 (inactive). The molecule is Fc1ccc(NC(=O)CN(CC(=O)NC2CCC(CC2)C)C)cc1. (3) The drug is Fc1c(N(C(C(=O)NC2CCCC2)c2occc2)C(=O)CNC(=O)c2occc2)cccc1. The result is 0 (inactive). (4) The drug is S(c1n(c(nn1)c1ccc(NC(=O)c2c(cccc2)C)cc1)C)C(C)C(O)=O. The result is 0 (inactive). (5) The compound is O1CCN(CC1)C(=O)c1c(NC(=O)COc2c(C(C)C)cccc2)cccc1. The result is 0 (inactive). (6) The compound is Fc1c(Oc2nc(nc(OCC(F)(F)F)c2)N)cccc1. The result is 0 (inactive). (7) The compound is S(c1ccc(C2N3C(C4C2C(=O)N(C4=O)CC)(CCCC3)C(OC)=O)cc1)C(CC)C. The result is 0 (inactive).